Dataset: Full USPTO retrosynthesis dataset with 1.9M reactions from patents (1976-2016). Task: Predict the reactants needed to synthesize the given product. (1) Given the product [O:7]=[C:2]1[NH:1][CH2:6][CH2:5][N:4]([C:16]([O:18][CH2:19][CH3:20])=[O:17])[CH2:3]1, predict the reactants needed to synthesize it. The reactants are: [NH:1]1[CH2:6][CH2:5][NH:4][CH2:3][C:2]1=[O:7].C(N(CC)CC)C.Cl[C:16]([O:18][CH2:19][CH3:20])=[O:17]. (2) Given the product [N:6]1([CH2:1][C@@H:2]([OH:3])[CH2:4][OH:5])[CH2:11][CH2:10][O:9][CH2:8][CH2:7]1, predict the reactants needed to synthesize it. The reactants are: [CH2:1]1[O:3][C@H:2]1[CH2:4][OH:5].[NH:6]1[CH2:11][CH2:10][O:9][CH2:8][CH2:7]1. (3) Given the product [O:13]([CH2:20][CH2:21][C:10]1[CH:9]=[CH:8][CH:7]=[C:3]([C:4]([OH:6])=[O:5])[C:2]=1[C:1]([OH:12])=[O:11])[C:14]1[CH:19]=[CH:18][CH:17]=[CH:16][CH:15]=1, predict the reactants needed to synthesize it. The reactants are: [C:1]([OH:12])(=[O:11])[C:2]1[C:3](=[CH:7][CH:8]=[CH:9][CH:10]=1)[C:4]([OH:6])=[O:5].[O:13]([CH2:20][CH2:21]O)[C:14]1[CH:19]=[CH:18][CH:17]=[CH:16][CH:15]=1.[OH-].[K+]. (4) Given the product [OH:16][C:3]1[C:2]([NH:1][N:17]=[C:23]2[C:24](=[O:37])[N:25]([C:27]3[CH:36]=[CH:35][C:34]4[CH2:33][CH2:32][CH2:31][CH2:30][C:29]=4[CH:28]=3)[N:26]=[C:22]2[CH3:21])=[CH:7][CH:6]=[CH:5][C:4]=1[C:8]1[CH:9]=[C:10]([C:13]([OH:15])=[O:14])[NH:11][CH:12]=1, predict the reactants needed to synthesize it. The reactants are: [NH2:1][C:2]1[C:3]([OH:16])=[C:4]([C:8]2[CH:9]=[C:10]([C:13]([OH:15])=[O:14])[NH:11][CH:12]=2)[CH:5]=[CH:6][CH:7]=1.[N:17]([O-])=O.[Na+].[CH3:21][C:22]1[CH2:23][C:24](=[O:37])[N:25]([C:27]2[CH:36]=[CH:35][C:34]3[CH2:33][CH2:32][CH2:31][CH2:30][C:29]=3[CH:28]=2)[N:26]=1.C(=O)(O)[O-].[Na+]. (5) The reactants are: [Cl:1][C:2]1[CH:7]=[C:6](Cl)[N:5]=[CH:4][N:3]=1.[C:9]1(B(O)O)[CH:14]=[CH:13][CH:12]=[CH:11][CH:10]=1.C1(P(C2CCCCC2)C2CCCCC2)CCCCC1.C(=O)([O-])[O-].[Cs+].[Cs+]. Given the product [Cl:1][C:2]1[CH:7]=[C:6]([C:9]2[CH:14]=[CH:13][CH:12]=[CH:11][CH:10]=2)[N:5]=[CH:4][N:3]=1, predict the reactants needed to synthesize it. (6) Given the product [CH3:1][O:2][C:3]([C:5]1[CH:15]=[C:14]([O:16][C:17]2[CH:18]=[N:19][C:20]([C:23]([N:24]3[CH2:25][CH2:29][CH2:26]3)=[O:27])=[CH:21][CH:22]=2)[C:8]2[CH2:9][C:10]([CH3:13])([CH3:12])[O:11][C:7]=2[CH:6]=1)=[O:4], predict the reactants needed to synthesize it. The reactants are: [CH3:1][O:2][C:3]([C:5]1[CH:15]=[C:14]([O:16][C:17]2[CH:18]=[N:19][C:20]([C:23](=[O:27])[N:24]([CH3:26])[CH3:25])=[CH:21][CH:22]=2)[C:8]2[CH2:9][C:10]([CH3:13])([CH3:12])[O:11][C:7]=2[CH:6]=1)=[O:4].N1(C(C2C=CC(Br)=CN=2)=O)CC[CH2:29]1.COC(C1C=C(O)C2CC(C)(C)OC=2C=1)=O. (7) Given the product [C:38]([O:42][C:43](=[O:46])[CH2:44][O:34][C:31]1[CH:30]=[CH:29][C:28]([S:27][C:24]2[CH:25]=[CH:26][C:21]([CH2:20][N:17]3[CH2:18][CH2:19][CH:14]([N:9]4[C@H:8]([C:4]5[CH:5]=[CH:6][CH:7]=[C:2]([Cl:1])[CH:3]=5)[CH2:12][O:11][C:10]4=[O:13])[CH2:15][CH2:16]3)=[C:22]([CH3:35])[N:23]=2)=[CH:33][CH:32]=1)([CH3:41])([CH3:40])[CH3:39], predict the reactants needed to synthesize it. The reactants are: [Cl:1][C:2]1[CH:3]=[C:4]([C@@H:8]2[CH2:12][O:11][C:10](=[O:13])[N:9]2[CH:14]2[CH2:19][CH2:18][N:17]([CH2:20][C:21]3[C:22]([CH3:35])=[N:23][C:24]([S:27][C:28]4[CH:33]=[CH:32][C:31]([OH:34])=[CH:30][CH:29]=4)=[CH:25][CH:26]=3)[CH2:16][CH2:15]2)[CH:5]=[CH:6][CH:7]=1.[H-].[Na+].[C:38]([O:42][C:43](=[O:46])[CH2:44]Br)([CH3:41])([CH3:40])[CH3:39]. (8) Given the product [N:1]12[CH2:6][CH2:5][CH:4]([CH2:7][CH2:8]1)[C@@H:3]([O:9][C:10](=[O:19])[C:11]([OH:18])([C:12]1[CH:17]=[CH:16][CH:15]=[CH:14][CH:13]=1)[CH2:20][C:21]1[CH:26]=[CH:25][CH:24]=[CH:23][CH:22]=1)[CH2:2]2, predict the reactants needed to synthesize it. The reactants are: [N:1]12[CH2:8][CH2:7][CH:4]([CH2:5][CH2:6]1)[C@@H:3]([O:9][C:10](=[O:19])[C:11](=[O:18])[C:12]1[CH:17]=[CH:16][CH:15]=[CH:14][CH:13]=1)[CH2:2]2.[CH2:20]([Mg]Cl)[C:21]1[CH:26]=[CH:25][CH:24]=[CH:23][CH:22]=1. (9) Given the product [CH2:70]([S:71][C:2]1[CH:7]=[C:6]([C:8]([CH3:11])([CH3:10])[CH3:9])[CH:5]=[C:4]([Br:12])[CH:3]=1)[C:64]1[CH:69]=[CH:68][CH:67]=[CH:66][CH:65]=1, predict the reactants needed to synthesize it. The reactants are: Br[C:2]1[CH:7]=[C:6]([C:8]([CH3:11])([CH3:10])[CH3:9])[CH:5]=[C:4]([Br:12])[CH:3]=1.CCN(C(C)C)C(C)C.CC1(C)C2C(=C(P(C3C=CC=CC=3)C3C=CC=CC=3)C=CC=2)OC2C(P(C3C=CC=CC=3)C3C=CC=CC=3)=CC=CC1=2.[C:64]1([CH2:70][SH:71])[CH:69]=[CH:68][CH:67]=[CH:66][CH:65]=1.